From a dataset of Catalyst prediction with 721,799 reactions and 888 catalyst types from USPTO. Predict which catalyst facilitates the given reaction. (1) Reactant: Cl[C:2]1[CH:7]=[CH:6][CH:5]=[C:4]([Cl:8])[N:3]=1.Cl.[NH:10]1[CH2:13][CH2:12][CH2:11]1.C([O-])([O-])=O.[K+].[K+].O. Product: [N:10]1([C:2]2[CH:7]=[CH:6][CH:5]=[C:4]([Cl:8])[N:3]=2)[CH2:13][CH2:12][CH2:11]1. The catalyst class is: 16. (2) Reactant: Cl[C:2]1[N:7]=[C:6]([C:8]2[N:9]([CH:14]([CH3:16])[CH3:15])[C:10]([CH3:13])=[N:11][CH:12]=2)[C:5]([F:17])=[CH:4][N:3]=1.[NH2:18][CH:19]1[CH2:24][CH2:23][N:22]([C:25]([O:27][C:28]([CH3:31])([CH3:30])[CH3:29])=[O:26])[CH2:21][CH2:20]1. Product: [F:17][C:5]1[C:6]([C:8]2[N:9]([CH:14]([CH3:16])[CH3:15])[C:10]([CH3:13])=[N:11][CH:12]=2)=[N:7][C:2]([NH:18][CH:19]2[CH2:20][CH2:21][N:22]([C:25]([O:27][C:28]([CH3:31])([CH3:30])[CH3:29])=[O:26])[CH2:23][CH2:24]2)=[N:3][CH:4]=1. The catalyst class is: 44. (3) Reactant: [N:1]1([C:6]2[CH:11]=[CH:10][C:9]([PH:12](=O)[C:13]3[CH:18]=[CH:17][C:16]([N:19]4[CH2:23][CH2:22][CH2:21][CH2:20]4)=[CH:15][CH:14]=3)=[CH:8][CH:7]=2)[CH2:5][CH2:4][CH2:3][CH2:2]1.[BH3:25].O1CCCC1. Product: [N:1]1([C:6]2[CH:7]=[CH:8][C:9]([PH:12][C:13]3[CH:18]=[CH:17][C:16]([N:19]4[CH2:20][CH2:21][CH2:22][CH2:23]4)=[CH:15][CH:14]=3)=[CH:10][CH:11]=2)[CH2:5][CH2:4][CH2:3][CH2:2]1.[BH3:25]. The catalyst class is: 7. (4) Reactant: [NH2:1][C:2]1[CH:7]=[CH:6][C:5]([C:8]2[C:9]([NH2:21])=[N:10][C:11]([NH2:20])=[N:12][C:13]=2[CH:14]2[CH2:19][CH2:18][O:17][CH2:16][CH2:15]2)=[CH:4][CH:3]=1.[CH3:22][S:23]([C:26]1[CH:33]=[CH:32][C:29]([CH:30]=O)=[CH:28][CH:27]=1)(=[O:25])=[O:24].[BH3-]C#N.[Na+].C(O)(=O)C. Product: [CH3:22][S:23]([C:26]1[CH:33]=[CH:32][C:29]([CH2:30][NH:1][C:2]2[CH:7]=[CH:6][C:5]([C:8]3[C:9]([NH2:21])=[N:10][C:11]([NH2:20])=[N:12][C:13]=3[CH:14]3[CH2:15][CH2:16][O:17][CH2:18][CH2:19]3)=[CH:4][CH:3]=2)=[CH:28][CH:27]=1)(=[O:24])=[O:25]. The catalyst class is: 5. (5) Reactant: [C:1]([C:3]1[C:4]([N:15]2[CH2:20][CH2:19][NH:18][CH2:17][CH2:16]2)=[N:5][C:6]([CH3:14])=[C:7]([CH:13]=1)[C:8]([O:10][CH2:11][CH3:12])=[O:9])#[N:2].[C:21]1([S:27]([N:30]=[C:31]=[O:32])(=[O:29])=[O:28])[CH:26]=[CH:25][CH:24]=[CH:23][CH:22]=1.C1(C)C=CC=CC=1. Product: [C:1]([C:3]1[C:4]([N:15]2[CH2:20][CH2:19][N:18]([C:31]([NH:30][S:27]([C:21]3[CH:22]=[CH:23][CH:24]=[CH:25][CH:26]=3)(=[O:29])=[O:28])=[O:32])[CH2:17][CH2:16]2)=[N:5][C:6]([CH3:14])=[C:7]([CH:13]=1)[C:8]([O:10][CH2:11][CH3:12])=[O:9])#[N:2]. The catalyst class is: 46. (6) Reactant: Br.Br[CH2:3][C:4]([C:6]1[CH:11]=[CH:10][N:9]=[CH:8][C:7]=1[Br:12])=O.[CH3:13][C:14]1[CH:15]=[C:16]([NH:20][C:21]([NH2:23])=[S:22])[CH:17]=[CH:18][CH:19]=1.N. Product: [Br:12][C:7]1[CH:8]=[N:9][CH:10]=[CH:11][C:6]=1[C:4]1[N:23]=[C:21]([NH:20][C:16]2[CH:17]=[CH:18][CH:19]=[C:14]([CH3:13])[CH:15]=2)[S:22][CH:3]=1. The catalyst class is: 88. (7) Reactant: [N:1]1[CH:2]=[CH:3][N:4]2[C:9]=1[CH:8]=[CH:7][C:6]([C:10]1[CH:18]=[CH:17][C:13]([C:14]([OH:16])=[O:15])=[CH:12][CH:11]=1)=[N:5]2.C1C(=O)N([Br:26])C(=O)C1. Product: [Br:26][C:3]1[N:4]2[N:5]=[C:6]([C:10]3[CH:18]=[CH:17][C:13]([C:14]([OH:16])=[O:15])=[CH:12][CH:11]=3)[CH:7]=[CH:8][C:9]2=[N:1][CH:2]=1. The catalyst class is: 643.